Task: Predict which catalyst facilitates the given reaction.. Dataset: Catalyst prediction with 721,799 reactions and 888 catalyst types from USPTO (1) Reactant: [CH3:1][N:2]([CH3:20])[C:3]1[S:4][C@H:5]2[O:11][C@H:10]([C@@H:12]([OH:17])[C:13]([F:16])([F:15])[F:14])[C@@H:9]([OH:18])[C@H:8]([OH:19])[C@H:6]2[N:7]=1.[Li+].[CH3:22][Si]([N-][Si](C)(C)C)(C)C.CI. Product: [CH3:1][N:2]([CH3:20])[C:3]1[S:4][C@H:5]2[O:11][C@H:10]([C@@H:12]([O:17][CH3:22])[C:13]([F:16])([F:14])[F:15])[C@@H:9]([OH:18])[C@H:8]([OH:19])[C@H:6]2[N:7]=1. The catalyst class is: 3. (2) Reactant: [CH3:1][N:2]1[C:6]2=[N:7][CH:8]=[CH:9][CH:10]=[C:5]2[N:4]=[C:3]1S(C)(=O)=O.[CH2:15]([N:17]1[C:25]2[C:20](=[N:21][CH:22]=[C:23]([C:26]#[N:27])[CH:24]=2)[N:19]([C:28]2[CH:33]=[CH:32][C:31]([OH:34])=[CH:30][CH:29]=2)[C:18]1=[O:35])[CH3:16].[H-].[Na+]. Product: [CH2:15]([N:17]1[C:25]2[C:20](=[N:21][CH:22]=[C:23]([C:26]#[N:27])[CH:24]=2)[N:19]([C:28]2[CH:33]=[CH:32][C:31]([O:34][C:3]3[N:2]([CH3:1])[C:6]4=[N:7][CH:8]=[CH:9][CH:10]=[C:5]4[N:4]=3)=[CH:30][CH:29]=2)[C:18]1=[O:35])[CH3:16]. The catalyst class is: 121. (3) Reactant: C(NC1C=CC(S([N:14]=[N+:15]=[N-])(=O)=O)=CC=1)(=O)C.O=C(C)[CH2:19][C:20]([O:22][CH2:23][C:24]1[S:29][C:28]([N:30]([C:39]([O:41][C:42]([CH3:45])([CH3:44])[CH3:43])=[O:40])[CH2:31][O:32][CH2:33][CH2:34][Si:35]([CH3:38])([CH3:37])[CH3:36])=[N:27][C@@:26]([C:48]2[CH:53]=[C:52]([Br:54])[CH:51]=[CH:50][C:49]=2[F:55])([CH2:46][F:47])[CH:25]=1)=[O:21].[Li+].[OH-]. Product: [N+:14](=[CH:19][C:20]([O:22][CH2:23][C:24]1[S:29][C:28]([N:30]([C:39]([O:41][C:42]([CH3:45])([CH3:43])[CH3:44])=[O:40])[CH2:31][O:32][CH2:33][CH2:34][Si:35]([CH3:37])([CH3:36])[CH3:38])=[N:27][C@@:26]([C:48]2[CH:53]=[C:52]([Br:54])[CH:51]=[CH:50][C:49]=2[F:55])([CH2:46][F:47])[CH:25]=1)=[O:21])=[N-:15]. The catalyst class is: 47. (4) Reactant: [CH3:1][C:2]([C:5]1[CH:10]=[CH:9][C:8]([C:11]2[C:19]3[C:14](=[CH:15][CH:16]=[CH:17][CH:18]=3)[NH:13][C:12]=2[C:20]([O:22][CH2:23][CH3:24])=[O:21])=[CH:7][CH:6]=1)([CH3:4])[CH3:3].Cl[CH2:26][C:27]1[CH:32]=[C:31]([O:33][CH2:34][CH2:35][O:36][CH3:37])[CH:30]=[C:29]([O:38][CH2:39][CH2:40][O:41][CH3:42])[CH:28]=1.C([O-])([O-])=O.[K+].[K+].CCOC(C)=O. Product: [CH3:42][O:41][CH2:40][CH2:39][O:38][C:29]1[CH:28]=[C:27]([CH2:26][N:13]2[C:14]3[C:19](=[CH:18][CH:17]=[CH:16][CH:15]=3)[C:11]([C:8]3[CH:9]=[CH:10][C:5]([C:2]([CH3:1])([CH3:3])[CH3:4])=[CH:6][CH:7]=3)=[C:12]2[C:20]([O:22][CH2:23][CH3:24])=[O:21])[CH:32]=[C:31]([O:33][CH2:34][CH2:35][O:36][CH3:37])[CH:30]=1. The catalyst class is: 3.